This data is from Forward reaction prediction with 1.9M reactions from USPTO patents (1976-2016). The task is: Predict the product of the given reaction. (1) Given the reactants [CH:1]1([C:4]2[NH:8][N:7]=[C:6]([NH:9][C:10]3[C:15]([N+:16]([O-:18])=[O:17])=[CH:14][C:13]([F:19])=[C:12](F)[C:11]=3[F:21])[CH:5]=2)[CH2:3][CH2:2]1.[NH2:22][C@H:23]([C:26]1[CH:31]=[CH:30][C:29]([F:32])=[CH:28][CH:27]=1)[CH2:24][OH:25].CCN(C(C)C)C(C)C, predict the reaction product. The product is: [CH:1]1([C:4]2[NH:8][N:7]=[C:6]([NH:9][C:10]3[C:11]([F:21])=[C:12]([NH:22][C@H:23]([C:26]4[CH:31]=[CH:30][C:29]([F:32])=[CH:28][CH:27]=4)[CH2:24][OH:25])[C:13]([F:19])=[CH:14][C:15]=3[N+:16]([O-:18])=[O:17])[CH:5]=2)[CH2:2][CH2:3]1. (2) Given the reactants [F:1][C:2]1[CH:3]=[C:4]2[C:9](=[CH:10][C:11]=1F)[N:8]([CH2:13][C:14]1[CH:19]=[CH:18][C:17]([C:20]([F:23])([F:22])[F:21])=[CH:16][C:15]=1[F:24])[CH:7]=[C:6]([C:25]#[N:26])[C:5]2=[O:27].[NH:28]1[CH2:34][CH2:33][CH2:32][NH:31][CH2:30][CH2:29]1, predict the reaction product. The product is: [N:28]1([C:11]2[CH:10]=[C:9]3[C:4]([C:5](=[O:27])[C:6]([C:25]#[N:26])=[CH:7][N:8]3[CH2:13][C:14]3[CH:19]=[CH:18][C:17]([C:20]([F:21])([F:23])[F:22])=[CH:16][C:15]=3[F:24])=[CH:3][C:2]=2[F:1])[CH2:34][CH2:33][CH2:32][NH:31][CH2:30][CH2:29]1. (3) Given the reactants [Cl:1][C:2]1[CH:3]=[CH:4][CH:5]=[C:6]2[C:10]=1[NH:9][C:8](=[O:11])[CH2:7]2.[O:12]=[C:13]1[C:18]2=[CH:19][NH:20][C:21]([CH:22]=O)=[C:17]2[CH2:16][CH2:15][O:14]1, predict the reaction product. The product is: [Cl:1][C:2]1[CH:3]=[CH:4][CH:5]=[C:6]2[C:10]=1[NH:9][C:8](=[O:11])[C:7]2=[CH:22][C:21]1[NH:20][CH:19]=[C:18]2[C:13](=[O:12])[O:14][CH2:15][CH2:16][C:17]=12.